Dataset: NCI-60 drug combinations with 297,098 pairs across 59 cell lines. Task: Regression. Given two drug SMILES strings and cell line genomic features, predict the synergy score measuring deviation from expected non-interaction effect. (1) Drug 1: C(CC(=O)O)C(=O)CN.Cl. Drug 2: C(CCl)NC(=O)N(CCCl)N=O. Cell line: SNB-75. Synergy scores: CSS=5.89, Synergy_ZIP=-0.793, Synergy_Bliss=0.318, Synergy_Loewe=0.270, Synergy_HSA=0.474. (2) Drug 1: CCCCC(=O)OCC(=O)C1(CC(C2=C(C1)C(=C3C(=C2O)C(=O)C4=C(C3=O)C=CC=C4OC)O)OC5CC(C(C(O5)C)O)NC(=O)C(F)(F)F)O. Drug 2: C1=CC=C(C=C1)NC(=O)CCCCCCC(=O)NO. Cell line: COLO 205. Synergy scores: CSS=52.0, Synergy_ZIP=2.25, Synergy_Bliss=1.87, Synergy_Loewe=-1.32, Synergy_HSA=1.74. (3) Drug 1: CN(C)N=NC1=C(NC=N1)C(=O)N. Drug 2: CC1=C(C(=CC=C1)Cl)NC(=O)C2=CN=C(S2)NC3=CC(=NC(=N3)C)N4CCN(CC4)CCO. Cell line: COLO 205. Synergy scores: CSS=-7.45, Synergy_ZIP=5.56, Synergy_Bliss=9.61, Synergy_Loewe=0.744, Synergy_HSA=1.33. (4) Drug 1: CC1=C2C(C(=O)C3(C(CC4C(C3C(C(C2(C)C)(CC1OC(=O)C(C(C5=CC=CC=C5)NC(=O)OC(C)(C)C)O)O)OC(=O)C6=CC=CC=C6)(CO4)OC(=O)C)OC)C)OC. Drug 2: CCCCCOC(=O)NC1=NC(=O)N(C=C1F)C2C(C(C(O2)C)O)O. Cell line: OVCAR-5. Synergy scores: CSS=54.9, Synergy_ZIP=11.4, Synergy_Bliss=11.2, Synergy_Loewe=-19.1, Synergy_HSA=12.1. (5) Drug 1: CC12CCC3C(C1CCC2NC(=O)OCC(F)(F)F)CCC4C3(C=CC(=O)N4C)C. Drug 2: CC1=C2C(C(=O)C3(C(CC4C(C3C(C(C2(C)C)(CC1OC(=O)C(C(C5=CC=CC=C5)NC(=O)C6=CC=CC=C6)O)O)OC(=O)C7=CC=CC=C7)(CO4)OC(=O)C)O)C)OC(=O)C. Cell line: NCIH23. Synergy scores: CSS=50.8, Synergy_ZIP=-0.738, Synergy_Bliss=-2.43, Synergy_Loewe=-3.13, Synergy_HSA=-0.858.